From a dataset of KCNQ2 potassium channel screen with 302,405 compounds. Binary Classification. Given a drug SMILES string, predict its activity (active/inactive) in a high-throughput screening assay against a specified biological target. (1) The result is 0 (inactive). The molecule is O(c1c(NC(=O)Nc2nccnc2)cccc1)CC. (2) The compound is S=C1NC(NN1c1cc(c(cc1)C)C)(CC)c1ccccc1. The result is 1 (active). (3) The molecule is Fc1cc(NC2CCCN(C2)C(=O)c2n(nc(c2)CC)C)ccc1F. The result is 0 (inactive). (4) The molecule is Fc1ccc(C(N(Cc2occc2)C(=O)CCC(=O)Nc2ncccc2)C(=O)NC(CC)(C)C)cc1. The result is 0 (inactive). (5) The drug is O(c1cc(CCNc2n3ncc(c3nc(c2)C)c2ccccc2)ccc1OC)C. The result is 0 (inactive). (6) The molecule is O=C(Nc1cc(cc(c1)C(OC)=O)C(OC)=O)C1C(CC=CC1)C(O)=O. The result is 0 (inactive). (7) The compound is Fc1ccc(NC(=O)C=2C(n3[nH]c(nc3=NC2C)CCCO)c2cc(OC)c(OC)c(OC)c2)cc1. The result is 0 (inactive). (8) The compound is FC(F)(F)C1(Oc2c(O1)cccc2)NC(=O)Nc1c(OC)ccc(OC)c1. The result is 0 (inactive).